From a dataset of Full USPTO retrosynthesis dataset with 1.9M reactions from patents (1976-2016). Predict the reactants needed to synthesize the given product. (1) Given the product [CH3:1][O:2][C:3]1[CH:4]=[C:5]2[CH2:14][CH:13]([CH2:15][CH:16]3[CH2:17][CH2:18][N:19]([CH2:22][C:23]4[CH:28]=[CH:27][CH:26]=[CH:25][CH:24]=4)[CH2:20][CH2:21]3)[C:11](=[O:12])[C:6]2=[CH:7][C:8]=1[O:9][CH3:10].[C:29]([O-:36])(=[O:35])/[CH:30]=[CH:31]\[C:32]([O-:34])=[O:33], predict the reactants needed to synthesize it. The reactants are: [CH3:1][O:2][C:3]1[CH:4]=[C:5]2[CH2:14][CH:13]([CH2:15][CH:16]3[CH2:21][CH2:20][N:19]([CH2:22][C:23]4[CH:24]=[CH:25][CH:26]=[CH:27][CH:28]=4)[CH2:18][CH2:17]3)[C:11](=[O:12])[C:6]2=[CH:7][C:8]=1[O:9][CH3:10].[C:29]([OH:36])(=[O:35])/[CH:30]=[CH:31]\[C:32]([OH:34])=[O:33]. (2) Given the product [CH3:20][C:12]1[C:11]([CH:10]([F:21])[F:9])=[CH:16][CH:15]=[CH:14][C:13]=1[N:17]1[C:18](=[O:19])[NH:7][N:6]=[N:5]1, predict the reactants needed to synthesize it. The reactants are: [Cl-].[Cl-].[Cl-].[Al+3].[N-:5]=[N+:6]=[N-:7].[Na+].[F:9][CH:10]([F:21])[C:11]1[C:12]([CH3:20])=[C:13]([N:17]=[C:18]=[O:19])[CH:14]=[CH:15][CH:16]=1.N([O-])=O.[Na+].Cl.